From a dataset of Catalyst prediction with 721,799 reactions and 888 catalyst types from USPTO. Predict which catalyst facilitates the given reaction. Reactant: [C:1]([NH:4][C:5]1[S:6][C:7]([C:11]2[CH:16]=[CH:15][C:14]([S:17](Cl)(=[O:19])=[O:18])=[CH:13][CH:12]=2)=[C:8]([CH3:10])[N:9]=1)(=[O:3])[CH3:2].C(=O)([O-])[O-].[Na+].[Na+].[CH3:27][NH2:28].C(O)C. Product: [CH3:10][C:8]1[N:9]=[C:5]([NH:4][C:1](=[O:3])[CH3:2])[S:6][C:7]=1[C:11]1[CH:16]=[CH:15][C:14]([S:17](=[O:19])(=[O:18])[NH:28][CH3:27])=[CH:13][CH:12]=1. The catalyst class is: 12.